Dataset: Forward reaction prediction with 1.9M reactions from USPTO patents (1976-2016). Task: Predict the product of the given reaction. (1) Given the reactants C(OC(=O)[NH:7][C:8]1[O:9][CH2:10][C:11]([F:33])([F:32])[C@:12]([C@H:15]2[CH2:17][C@@H:16]2[C:18](=[O:31])[NH:19][C:20]2[CH:21]=[CH:22][CH:23]=[C:24]3[C:29]=2[N:28]=[CH:27][C:26]([Cl:30])=[CH:25]3)([CH3:14])[N:13]=1)(C)(C)C.FC(F)(F)C(O)=O, predict the reaction product. The product is: [Cl:30][C:26]1[CH:27]=[N:28][C:29]2[C:24]([CH:25]=1)=[CH:23][CH:22]=[CH:21][C:20]=2[NH:19][C:18]([C@H:16]1[CH2:17][C@@H:15]1[C@:12]1([CH3:14])[C:11]([F:32])([F:33])[CH2:10][O:9][C:8]([NH2:7])=[N:13]1)=[O:31]. (2) Given the reactants B(Br)(Br)Br.C[O:6][C:7]1[CH:16]=[C:15]2[C:10]([CH:11]=[CH:12][C:13]([C:17]3[CH:18]=[C:19]([CH:24]=[CH:25][CH:26]=3)[C:20]([O:22][CH3:23])=[O:21])=[CH:14]2)=[CH:9][CH:8]=1, predict the reaction product. The product is: [OH:6][C:7]1[CH:16]=[C:15]2[C:10]([CH:11]=[CH:12][C:13]([C:17]3[CH:18]=[C:19]([CH:24]=[CH:25][CH:26]=3)[C:20]([O:22][CH3:23])=[O:21])=[CH:14]2)=[CH:9][CH:8]=1.